Task: Regression/Classification. Given a drug SMILES string, predict its toxicity properties. Task type varies by dataset: regression for continuous values (e.g., LD50, hERG inhibition percentage) or binary classification for toxic/non-toxic outcomes (e.g., AMES mutagenicity, cardiotoxicity, hepatotoxicity). Dataset: ld50_zhu.. Dataset: Acute oral toxicity (LD50) regression data from Zhu et al. (1) The molecule is COc1ccccc1[N+](=O)[O-]. The rat oral LD50 is 2.32, given as -log10 of the dose in mol/kg body weight (higher means more acutely toxic). (2) The compound is CCCN=C(C(OCC)c1ccccc1)N1CCCCCC1. The rat oral LD50 is 3.14, given as -log10 of the dose in mol/kg body weight (higher means more acutely toxic). (3) The molecule is CCOC(=O)C(c1c(O)c2ccccc2oc1=O)c1coc2ccccc2c1=O. The rat oral LD50 is 3.29, given as -log10 of the dose in mol/kg body weight (higher means more acutely toxic). (4) The compound is Cc1ccc(N=CN(C)C=Nc2ccc(C)cc2C)c(C)c1. The rat oral LD50 is 2.87, given as -log10 of the dose in mol/kg body weight (higher means more acutely toxic). (5) The drug is CN(Sc1ccc([N+](=O)[O-])cc1)C(=O)Oc1cccc2c1OC(C)(C)C2. The rat oral LD50 is 4.17, given as -log10 of the dose in mol/kg body weight (higher means more acutely toxic).